Dataset: Cav3 T-type calcium channel HTS with 100,875 compounds. Task: Binary Classification. Given a drug SMILES string, predict its activity (active/inactive) in a high-throughput screening assay against a specified biological target. (1) The drug is o1c(Cn2c(c(c(c2C)C(OC)=O)C(OC)=O)C)ccc1. The result is 0 (inactive). (2) The compound is S(=O)(=O)(NC(C(=O)N1CCN(CC1)C)Cc1ccccc1)c1cc2CCC(=O)Nc2cc1. The result is 0 (inactive). (3) The molecule is s1cc(C2C3=C(NC(=C2C(OCC)=O)C)CCCC3=O)cc1. The result is 0 (inactive). (4) The drug is S(CC(=O)c1c(ccc(c1)C)C)c1nc([nH]n1)CC. The result is 0 (inactive). (5) The result is 0 (inactive). The compound is S(CC(=O)N1CCOCC1)c1n(c(O)c(CC)c(=O)n1)c1ccccc1. (6) The drug is O=C1N(C(=O)NC(=O)C21Cc1c(N(C2)C)ccc(c1)C)c1cc(OC)ccc1. The result is 0 (inactive). (7) The molecule is S(=O)(=O)(N1CCC(CC1)C(=O)NC1CCCCCC1)c1ccc(cc1)C. The result is 0 (inactive). (8) The molecule is [nH]1c(c(nc1C)c1ccccc1)c1ccccc1. The result is 0 (inactive). (9) The compound is Clc1c(CN2CCN(CC(=O)NC3CCCCCC3)C2=O)cccc1. The result is 0 (inactive). (10) The molecule is O=C(Nc1nn(Cc2ccc(cc2)C)cc1)c1nn2c(n1)nccc2. The result is 0 (inactive).